This data is from Full USPTO retrosynthesis dataset with 1.9M reactions from patents (1976-2016). The task is: Predict the reactants needed to synthesize the given product. (1) Given the product [NH:22]([C:2]1[CH:7]=[C:6]([N:8]2[C@@H:12]([C:13]3[CH:18]=[CH:17][CH:16]=[CH:15][CH:14]=3)[C:11]([CH3:20])([CH3:19])[O:10][C:9]2=[O:21])[CH:5]=[CH:4][N:3]=1)[NH2:23], predict the reactants needed to synthesize it. The reactants are: Cl[C:2]1[CH:7]=[C:6]([N:8]2[C@@H:12]([C:13]3[CH:18]=[CH:17][CH:16]=[CH:15][CH:14]=3)[C:11]([CH3:20])([CH3:19])[O:10][C:9]2=[O:21])[CH:5]=[CH:4][N:3]=1.[NH2:22][NH2:23]. (2) Given the product [C:20]([O:19][CH2:1][CH2:2][CH2:3][CH2:4][CH2:5][CH2:6][CH2:7][CH2:8]/[CH:9]=[CH:10]\[CH2:11][CH2:12][CH2:13][CH2:14][CH2:15][CH2:16][CH2:17][CH3:18])(=[O:24])[C:21]([CH3:23])=[CH2:22], predict the reactants needed to synthesize it. The reactants are: [CH2:1]([OH:19])[CH2:2][CH2:3][CH2:4][CH2:5][CH2:6][CH2:7][CH2:8]/[CH:9]=[CH:10]\[CH2:11][CH2:12][CH2:13][CH2:14][CH2:15][CH2:16][CH2:17][CH3:18].[C:20](Cl)(=[O:24])[C:21]([CH3:23])=[CH2:22].C(N(CC)CC)C. (3) Given the product [CH2:12]([O:18][C:19]1[CH:20]=[CH:21][C:22]([N:25]2[CH2:26][CH2:27][N:28]([C:31]3[CH:39]=[CH:38][C:34]([C:35]([O:1][N:2]4[C:6]5[CH:7]=[CH:8][CH:9]=[CH:10][C:5]=5[N:4]=[N:3]4)=[O:36])=[CH:33][CH:32]=3)[CH2:29][CH2:30]2)=[CH:23][CH:24]=1)[CH2:13][CH2:14][CH2:15][CH2:16][CH3:17], predict the reactants needed to synthesize it. The reactants are: [OH:1][N:2]1[C:6]2[CH:7]=[CH:8][CH:9]=[CH:10][C:5]=2[N:4]=[N:3]1.Cl.[CH2:12]([O:18][C:19]1[CH:24]=[CH:23][C:22]([N:25]2[CH2:30][CH2:29][N:28]([C:31]3[CH:39]=[CH:38][C:34]([C:35](O)=[O:36])=[CH:33][CH:32]=3)[CH2:27][CH2:26]2)=[CH:21][CH:20]=1)[CH2:13][CH2:14][CH2:15][CH2:16][CH3:17].C(N(CC)CC)C.ClCCl.